This data is from Full USPTO retrosynthesis dataset with 1.9M reactions from patents (1976-2016). The task is: Predict the reactants needed to synthesize the given product. (1) The reactants are: [O:1]([C:8]1[CH:13]=[CH:12][C:11]([S:14](Cl)(=[O:16])=[O:15])=[CH:10][CH:9]=1)[C:2]1[CH:7]=[CH:6][CH:5]=[CH:4][CH:3]=1.[CH2:18]([O:24][CH2:25][CH2:26][NH2:27])[CH2:19][O:20][CH2:21][CH2:22][NH2:23].[CH2:28](N(CC)CC)C.[F:35][C:36]([F:47])([F:46])[C:37](O[C:37](=[O:38])[C:36]([F:47])([F:46])[F:35])=[O:38]. Given the product [CH2:2]([O:1][C:8]1[CH:9]=[CH:10][C:11]([S:14]([NH:23][CH2:22][CH2:21][O:20][CH2:19][CH2:18][O:24][CH2:25][CH2:26][NH:27][C:37](=[O:38])[C:36]([F:47])([F:46])[F:35])(=[O:15])=[O:16])=[CH:12][CH:13]=1)[C:7]1[CH:6]=[CH:5][CH:4]=[CH:3][CH:28]=1, predict the reactants needed to synthesize it. (2) Given the product [C:18]([O:22][C:23]([N:25]1[CH2:29][CH2:28][CH2:27][C@H:26]1[CH2:30][O:17][C:8]([C:5]1[CH:4]=[CH:3][C:2]([NH2:1])=[CH:7][CH:6]=1)([C:9]([F:10])([F:11])[F:12])[C:13]([F:14])([F:15])[F:16])=[O:24])([CH3:21])([CH3:19])[CH3:20], predict the reactants needed to synthesize it. The reactants are: [NH2:1][C:2]1[CH:7]=[CH:6][C:5]([C:8]([OH:17])([C:13]([F:16])([F:15])[F:14])[C:9]([F:12])([F:11])[F:10])=[CH:4][CH:3]=1.[C:18]([O:22][C:23]([N:25]1[CH2:29][CH2:28][CH2:27][C@H:26]1[CH2:30]O)=[O:24])([CH3:21])([CH3:20])[CH3:19].C1C=CC(P(C2C=CC=CC=2)C2C=CC=CC=2)=CC=1.CCOC(/N=N/C(OCC)=O)=O. (3) Given the product [C:41]([O:45][C:46](=[O:49])[CH2:47][O:1][C:2]1[CH:3]=[CH:4][C:5]([CH2:6][CH:7]2[S:11][C:10](=[O:12])[N:9]([C:13]([C:26]3[CH:27]=[CH:28][CH:29]=[CH:30][CH:31]=3)([C:14]3[CH:19]=[CH:18][CH:17]=[CH:16][CH:15]=3)[C:20]3[CH:25]=[CH:24][CH:23]=[CH:22][CH:21]=3)[C:8]2=[O:32])=[CH:33][CH:34]=1)([CH3:44])([CH3:43])[CH3:42], predict the reactants needed to synthesize it. The reactants are: [OH:1][C:2]1[CH:34]=[CH:33][C:5]([CH2:6][CH:7]2[S:11][C:10](=[O:12])[N:9]([C:13]([C:26]3[CH:31]=[CH:30][CH:29]=[CH:28][CH:27]=3)([C:20]3[CH:25]=[CH:24][CH:23]=[CH:22][CH:21]=3)[C:14]3[CH:19]=[CH:18][CH:17]=[CH:16][CH:15]=3)[C:8]2=[O:32])=[CH:4][CH:3]=1.C(=O)([O-])[O-].[Cs+].[Cs+].[C:41]([O:45][C:46](=[O:49])[CH2:47]Br)([CH3:44])([CH3:43])[CH3:42].O. (4) Given the product [Cl:1][C:2]1[N:7]=[C:6]([C:8]([NH2:20])=[O:9])[C:5]([NH:13][CH2:14][C:15]2([CH3:19])[CH2:18][O:17][CH2:16]2)=[CH:4][N:3]=1, predict the reactants needed to synthesize it. The reactants are: [Cl:1][C:2]1[N:7]=[C:6]([C:8](OCC)=[O:9])[C:5]([NH:13][CH2:14][C:15]2([CH3:19])[CH2:18][O:17][CH2:16]2)=[CH:4][N:3]=1.[NH3:20]. (5) Given the product [F:40][C:24]1[CH:23]=[C:22]([CH:27]=[CH:26][C:25]=1[NH:28][C:29]([NH:31][C:32]1[CH:37]=[C:36]([CH3:38])[CH:35]=[CH:34][C:33]=1[F:39])=[O:30])[O:21][C:19]1[CH:18]=[CH:17][N:16]=[C:15]([C:13]2[NH:12][CH:11]=[C:10]([C:8]([NH:7][CH2:6][CH2:5][CH:4]=[O:3])=[O:9])[CH:14]=2)[CH:20]=1, predict the reactants needed to synthesize it. The reactants are: C([O:3][CH:4](OCC)[CH2:5][CH2:6][NH:7][C:8]([C:10]1[CH:14]=[C:13]([C:15]2[CH:20]=[C:19]([O:21][C:22]3[CH:27]=[CH:26][C:25]([NH:28][C:29]([NH:31][C:32]4[CH:37]=[C:36]([CH3:38])[CH:35]=[CH:34][C:33]=4[F:39])=[O:30])=[C:24]([F:40])[CH:23]=3)[CH:18]=[CH:17][N:16]=2)[NH:12][CH:11]=1)=[O:9])C.Cl.O. (6) The reactants are: [CH:1]1([C:4]2[C:5]([O:13][CH2:14][CH:15]3[CH2:17][CH2:16]3)=[CH:6][C:7]([C:10]([OH:12])=O)=[N:8][CH:9]=2)[CH2:3][CH2:2]1.[CH3:18][C:19]([CH3:28])([CH3:27])[CH:20]([NH2:26])[C:21]1[S:22][CH:23]=[CH:24][N:25]=1. Given the product [CH3:18][C:19]([CH3:28])([CH3:27])[CH:20]([NH:26][C:10]([C:7]1[CH:6]=[C:5]([O:13][CH2:14][CH:15]2[CH2:17][CH2:16]2)[C:4]([CH:1]2[CH2:2][CH2:3]2)=[CH:9][N:8]=1)=[O:12])[C:21]1[S:22][CH:23]=[CH:24][N:25]=1, predict the reactants needed to synthesize it.